Dataset: Catalyst prediction with 721,799 reactions and 888 catalyst types from USPTO. Task: Predict which catalyst facilitates the given reaction. (1) Reactant: [NH2:1][C:2]1[C:7]2=[C:8]([C:20]3[NH:21][C:22]4[C:27]([CH:28]=3)=[CH:26][CH:25]=[CH:24][C:23]=4[O:29][CH3:30])[N:9]=[C:10]([C@H:11]3[CH2:16][CH2:15][C@H:14]([C:17]([OH:19])=[O:18])[CH2:13][CH2:12]3)[N:6]2[N:5]=[CH:4][N:3]=1.[CH2:31]([OH:38])[C:32]([NH2:37])([CH2:35][OH:36])[CH2:33][OH:34]. Product: [OH:38][CH2:31][C:32]([NH3+:37])([CH2:35][OH:36])[CH2:33][OH:34].[NH2:1][C:2]1[C:7]2=[C:8]([C:20]3[NH:21][C:22]4[C:27]([CH:28]=3)=[CH:26][CH:25]=[CH:24][C:23]=4[O:29][CH3:30])[N:9]=[C:10]([C@H:11]3[CH2:16][CH2:15][C@H:14]([C:17]([O-:19])=[O:18])[CH2:13][CH2:12]3)[N:6]2[N:5]=[CH:4][N:3]=1. The catalyst class is: 40. (2) Reactant: [O:1]=[C:2]1[C:10]2[C:5](=[CH:6][CH:7]=[CH:8][CH:9]=2)[CH2:4][N:3]1[C:11]1[CH:16]=[CH:15][C:14]([N:17]2[CH2:21][C@H:20]([CH2:22]OS(C)(=O)=O)[O:19][C:18]2=[O:28])=[CH:13][C:12]=1[F:29].[N-:30]=[N+:31]=[N-:32].[Na+].O. Product: [N:30]([CH2:22][C@@H:20]1[O:19][C:18](=[O:28])[N:17]([C:14]2[CH:15]=[CH:16][C:11]([N:3]3[CH2:4][C:5]4[C:10](=[CH:9][CH:8]=[CH:7][CH:6]=4)[C:2]3=[O:1])=[C:12]([F:29])[CH:13]=2)[CH2:21]1)=[N+:31]=[N-:32]. The catalyst class is: 3. (3) The catalyst class is: 7. Reactant: [Cl:1][C:2]1[N:7]=[C:6]([CH3:8])[CH:5]=[CH:4][CH:3]=1.[CH3:9][C:10]1[CH:14]=[CH:13][O:12][C:11]=1[C:15](OC)=[O:16].C[Si]([N-][Si](C)(C)C)(C)C.[Li+]. Product: [Cl:1][C:2]1[N:7]=[C:6]([CH2:8][C:15]([C:11]2[O:12][CH:13]=[CH:14][C:10]=2[CH3:9])=[O:16])[CH:5]=[CH:4][CH:3]=1.